This data is from Full USPTO retrosynthesis dataset with 1.9M reactions from patents (1976-2016). The task is: Predict the reactants needed to synthesize the given product. (1) Given the product [F:1][C:2]1[CH:7]=[CH:6][C:5]([CH:8]2[CH2:13][CH2:12][N:11]([C:14]([O:16][CH2:17][CH2:18][Si:19]([CH3:21])([CH3:22])[CH3:20])=[O:15])[CH2:10][CH:9]2[O:23][CH2:24][C:25]2[CH:34]=[C:33]([OH:35])[C:32]3[C:27](=[CH:28][CH:29]=[CH:30][CH:31]=3)[CH:26]=2)=[CH:4][CH:3]=1, predict the reactants needed to synthesize it. The reactants are: [F:1][C:2]1[CH:7]=[CH:6][C:5]([CH:8]2[CH2:13][CH2:12][N:11]([C:14]([O:16][CH2:17][CH2:18][Si:19]([CH3:22])([CH3:21])[CH3:20])=[O:15])[CH2:10][CH:9]2[O:23][CH2:24][C:25]2[CH:34]=[C:33]([O:35]COCC[Si](C)(C)C)[C:32]3[C:27](=[CH:28][CH:29]=[CH:30][CH:31]=3)[CH:26]=2)=[CH:4][CH:3]=1.Cl. (2) Given the product [CH3:17][S:18]([C:21]1[CH:26]=[CH:25][C:24]([CH2:27][C:28]([NH:1][N:2]2[N:11]=[C:10]([C:12]([F:15])([F:13])[F:14])[C:9]3[C:4](=[CH:5][CH:6]=[CH:7][CH:8]=3)[C:3]2=[O:16])=[O:29])=[CH:23][CH:22]=1)(=[O:19])=[O:20], predict the reactants needed to synthesize it. The reactants are: [NH2:1][N:2]1[N:11]=[C:10]([C:12]([F:15])([F:14])[F:13])[C:9]2[C:4](=[CH:5][CH:6]=[CH:7][CH:8]=2)[C:3]1=[O:16].[CH3:17][S:18]([C:21]1[CH:26]=[CH:25][C:24]([CH2:27][C:28](O)=[O:29])=[CH:23][CH:22]=1)(=[O:20])=[O:19]. (3) Given the product [OH:1][C:2]1[CH:6]([C:7]2[CH:12]=[CH:11][CH:10]=[CH:9][CH:8]=2)[CH2:5][C:4](=[O:13])[C:3]=1[CH:14]([C:15]1[CH:20]=[CH:19][CH:18]=[CH:17][CH:16]=1)[C:28]1[NH:29][C:30]2[C:26]([C:27]=1[CH2:33][CH2:34][NH:35][C:36](=[O:38])[CH3:37])=[CH:25][C:24]([O:23][CH3:22])=[CH:32][CH:31]=2, predict the reactants needed to synthesize it. The reactants are: [OH:1][C:2]1[CH:6]([C:7]2[CH:12]=[CH:11][CH:10]=[CH:9][CH:8]=2)[CH2:5][C:4](=[O:13])[CH:3]=1.[CH:14](=O)[C:15]1[CH:20]=[CH:19][CH:18]=[CH:17][CH:16]=1.[CH3:22][O:23][C:24]1[CH:25]=[C:26]2[C:30](=[CH:31][CH:32]=1)[NH:29][CH:28]=[C:27]2[CH2:33][CH2:34][NH:35][C:36](=[O:38])[CH3:37]. (4) Given the product [CH3:48][C:47]1[CH:46]=[CH:45][C:44]([C:49]([OH:51])=[O:50])=[CH:43][C:42]=1[C:38]1[CH:37]=[C:36]2[C:41]([C:29]3[CH:34]=[N:33][CH:32]=[N:31][C:30]=3[NH:35]2)=[CH:40][CH:39]=1, predict the reactants needed to synthesize it. The reactants are: C1(C)C=CC=CC=1P(C1C=CC=CC=1C)C1C=CC=CC=1C.C([O-])(=O)C.[Na+].I[C:29]1[C:30]([NH:35][C:36]2[CH:37]=[C:38]([C:42]3[C:47]([CH3:48])=[CH:46][CH:45]=[C:44]([C:49]([OH:51])=[O:50])[CH:43]=3)[CH:39]=[CH:40][CH:41]=2)=[N:31][CH:32]=[N:33][CH:34]=1. (5) Given the product [CH3:17][O:18][C:19]1[CH:20]=[C:21]([C:27]2([CH2:32][NH:33][C:8](=[O:10])[CH:7]([C:1]3[CH:2]=[CH:3][CH:4]=[CH:5][CH:6]=3)[C:11]3[CH:16]=[CH:15][CH:14]=[CH:13][CH:12]=3)[CH2:28][CH2:29][CH2:30][CH2:31]2)[CH:22]=[CH:23][C:24]=1[O:25][CH3:26], predict the reactants needed to synthesize it. The reactants are: [C:1]1([CH:7]([C:11]2[CH:16]=[CH:15][CH:14]=[CH:13][CH:12]=2)[C:8]([OH:10])=O)[CH:6]=[CH:5][CH:4]=[CH:3][CH:2]=1.[CH3:17][O:18][C:19]1[CH:20]=[C:21]([C:27]2([CH2:32][NH2:33])[CH2:31][CH2:30][CH2:29][CH2:28]2)[CH:22]=[CH:23][C:24]=1[O:25][CH3:26].C(N(CC)CC)C.F[P-](F)(F)(F)(F)F.N1(OC(N(C)C)=[N+](C)C)C2N=CC=CC=2N=N1. (6) Given the product [Cl:19][C:14]1[CH:15]=[CH:16][CH:17]=[CH:18][C:13]=1[N:12]1[CH:8]([C:5]2[CH:4]=[CH:3][C:2]([N:40]3[CH2:39][CH2:38][N:37]([C:30]([O:32][C:33]([CH3:36])([CH3:35])[CH3:34])=[O:31])[CH2:42][CH2:41]3)=[CH:7][CH:6]=2)[CH2:9][C:10]([C:20]([C:26]([F:27])([F:29])[F:28])([C:22]([F:25])([F:24])[F:23])[OH:21])=[N:11]1, predict the reactants needed to synthesize it. The reactants are: Br[C:2]1[CH:7]=[CH:6][C:5]([CH:8]2[N:12]([C:13]3[CH:18]=[CH:17][CH:16]=[CH:15][C:14]=3[Cl:19])[N:11]=[C:10]([C:20]([C:26]([F:29])([F:28])[F:27])([C:22]([F:25])([F:24])[F:23])[OH:21])[CH2:9]2)=[CH:4][CH:3]=1.[C:30]([N:37]1[CH2:42][CH2:41][NH:40][CH2:39][CH2:38]1)([O:32][C:33]([CH3:36])([CH3:35])[CH3:34])=[O:31].C1C=CC(P(C2C(C3C(P(C4C=CC=CC=4)C4C=CC=CC=4)=CC=C4C=3C=CC=C4)=C3C(C=CC=C3)=CC=2)C2C=CC=CC=2)=CC=1.CC(C)([O-])C.[Na+]. (7) Given the product [F:3][C:4]1[CH:9]=[CH:8][C:7]([C:10]2[O:22][C:13]3[CH:14]=[CH:15][C:16]4[O:20][CH:19]([CH3:21])[CH2:18][C:17]=4[C:12]=3[C:11]=2[C:23]([OH:25])=[O:24])=[CH:6][CH:5]=1, predict the reactants needed to synthesize it. The reactants are: [OH-].[K+].[F:3][C:4]1[CH:9]=[CH:8][C:7]([C:10]2[O:22][C:13]3[CH:14]=[CH:15][C:16]4[O:20][CH:19]([CH3:21])[CH2:18][C:17]=4[C:12]=3[C:11]=2[C:23]([O:25]C)=[O:24])=[CH:6][CH:5]=1.Cl.